This data is from Full USPTO retrosynthesis dataset with 1.9M reactions from patents (1976-2016). The task is: Predict the reactants needed to synthesize the given product. (1) The reactants are: C(OC([N:8]1[C:16]2[C:11](=[CH:12][C:13]([O:17][P:18]([C:26]3[CH:31]=[CH:30][CH:29]=[CH:28][CH:27]=3)([C:20]3[CH:25]=[CH:24][CH:23]=[CH:22][CH:21]=3)=[O:19])=[CH:14][CH:15]=2)[C:10]([CH:32]2[CH2:40][C:39]3[C:34](=[CH:35][CH:36]=[CH:37][CH:38]=3)[N:33]2C(OC(C)(C)C)=O)=[N:9]1)=O)(C)(C)C.Cl. Given the product [NH:33]1[C:34]2[C:39](=[CH:38][CH:37]=[CH:36][CH:35]=2)[CH2:40][CH:32]1[C:10]1[C:11]2[C:16](=[CH:15][CH:14]=[C:13]([O:17][P:18]([C:20]3[CH:25]=[CH:24][CH:23]=[CH:22][CH:21]=3)([C:26]3[CH:31]=[CH:30][CH:29]=[CH:28][CH:27]=3)=[O:19])[CH:12]=2)[NH:8][N:9]=1, predict the reactants needed to synthesize it. (2) Given the product [Cl:18][C:19]1[N:20]=[N:21][C:22]([N:25]2[C:8]([C:4]3[CH:3]=[C:2]([CH3:1])[CH:7]=[CH:6][N:5]=3)=[CH:9][C:10]([C:11]([O:13][CH2:14][CH3:15])=[O:12])=[N:26]2)=[CH:23][CH:24]=1, predict the reactants needed to synthesize it. The reactants are: [CH3:1][C:2]1[CH:7]=[CH:6][N:5]=[C:4]([C:8](=O)[CH2:9][C:10](=O)[C:11]([O:13][CH2:14][CH3:15])=[O:12])[CH:3]=1.[Cl:18][C:19]1[N:20]=[N:21][C:22]([NH:25][NH2:26])=[CH:23][CH:24]=1. (3) Given the product [C:11]1([C:23]([NH:28][CH2:31][CH2:32][CH2:5][C:6]([O:8][CH2:9][CH3:10])=[O:7])=[O:24])[CH:16]=[C:15]([C:17]([NH:2][CH2:3][CH2:4][CH2:5][C:6]([O:8][CH2:9][CH3:10])=[O:7])=[O:18])[CH:14]=[C:13]([C:20]([NH:2][CH2:3][CH2:4][CH2:35][C:36]([O:37][CH2:38][CH3:34])=[O:33])=[O:21])[CH:12]=1, predict the reactants needed to synthesize it. The reactants are: Cl.[NH2:2][CH2:3][CH2:4][CH2:5][C:6]([O:8][CH2:9][CH3:10])=[O:7].[C:11]1([C:23](Cl)=[O:24])[CH:16]=[C:15]([C:17](Cl)=[O:18])[CH:14]=[C:13]([C:20](Cl)=[O:21])[CH:12]=1.C([N:28]([CH2:31][CH3:32])CC)C.[OH2:33].[CH2:34]1[CH2:38][O:37][CH2:36][CH2:35]1. (4) Given the product [CH2:21]([NH:28][C:2]1[CH:3]=[C:4]([O:5][C:6]2[CH:14]=[C:13]3[C:9]([CH:10]=[N:11][NH:12]3)=[CH:8][CH:7]=2)[CH:15]=[CH:16][C:17]=1[N+:18]([O-:20])=[O:19])[C:22]1[CH:27]=[CH:26][CH:25]=[CH:24][CH:23]=1, predict the reactants needed to synthesize it. The reactants are: Cl[C:2]1[CH:3]=[C:4]([CH:15]=[CH:16][C:17]=1[N+:18]([O-:20])=[O:19])[O:5][C:6]1[CH:14]=[C:13]2[C:9]([CH:10]=[N:11][NH:12]2)=[CH:8][CH:7]=1.[CH2:21]([NH2:28])[C:22]1[CH:27]=[CH:26][CH:25]=[CH:24][CH:23]=1. (5) Given the product [Cl:33][C:22]1[CH:21]=[C:20]([NH:19][C:11]2[C:10]3[C:15](=[CH:16][C:7](/[CH:48]=[CH:47]/[CH2:46][CH2:45][N:42]4[CH2:41][CH2:40][N:39]([CH3:38])[CH2:44][CH2:43]4)=[C:8]([O:34][CH3:35])[CH:9]=3)[N:14]=[CH:13][C:12]=2[C:17]#[N:18])[CH:25]=[CH:24][C:23]=1[S:26][C:27]1[N:28]([CH3:32])[CH:29]=[CH:30][N:31]=1, predict the reactants needed to synthesize it. The reactants are: FC(F)(F)S(O[C:7]1[CH:16]=[C:15]2[C:10]([C:11]([NH:19][C:20]3[CH:25]=[CH:24][C:23]([S:26][C:27]4[N:28]([CH3:32])[CH:29]=[CH:30][N:31]=4)=[C:22]([Cl:33])[CH:21]=3)=[C:12]([C:17]#[N:18])[CH:13]=[N:14]2)=[CH:9][C:8]=1[O:34][CH3:35])(=O)=O.[CH3:38][N:39]1[CH2:44][CH2:43][N:42]([CH2:45][CH2:46]/[CH:47]=[CH:48]/[Sn](CCCC)(CCCC)CCCC)[CH2:41][CH2:40]1. (6) Given the product [CH:12]([N:9]1[CH2:10][CH2:11][C:6]([S:15]([C:18]2[CH:19]=[CH:20][C:21]([O:24][CH3:25])=[CH:22][CH:23]=2)(=[O:17])=[O:16])([C:4]([OH:5])=[O:3])[CH2:7][CH2:8]1)([CH3:14])[CH3:13], predict the reactants needed to synthesize it. The reactants are: C([O:3][C:4]([C:6]1([S:15]([C:18]2[CH:23]=[CH:22][C:21]([O:24][CH3:25])=[CH:20][CH:19]=2)(=[O:17])=[O:16])[CH2:11][CH2:10][N:9]([CH:12]([CH3:14])[CH3:13])[CH2:8][CH2:7]1)=[O:5])C. (7) Given the product [CH3:1][O:2][C:3]([C:5]1[C:6]([OH:30])=[C:7]2[C:12](=[C:13]([C:36]3[CH:41]=[CH:40][N:39]=[N:38][CH:37]=3)[N:14]=1)[N:11]([CH2:16][C:17]1[CH:22]=[CH:21][CH:20]=[CH:19][CH:18]=1)[C:10](=[O:23])[C:9]([C:24]1[CH:29]=[CH:28][CH:27]=[CH:26][CH:25]=1)=[CH:8]2)=[O:4], predict the reactants needed to synthesize it. The reactants are: [CH3:1][O:2][C:3]([C:5]1[C:6]([OH:30])=[C:7]2[C:12](=[C:13](Br)[N:14]=1)[N:11]([CH2:16][C:17]1[CH:22]=[CH:21][CH:20]=[CH:19][CH:18]=1)[C:10](=[O:23])[C:9]([C:24]1[CH:29]=[CH:28][CH:27]=[CH:26][CH:25]=1)=[CH:8]2)=[O:4].C([Sn](CCCC)(CCCC)[C:36]1[CH:41]=[CH:40][N:39]=[N:38][CH:37]=1)CCC.CCOC(C)=O.Cl. (8) Given the product [N:18]1([C:16]([O:15][CH2:14][CH:12]2[C:13]3[CH:1]=[CH:2][CH:3]=[CH:4][C:5]=3[C:6]3[C:11]2=[CH:10][CH:9]=[CH:8][CH:7]=3)=[O:17])[C@H:22]([C:23]([O:25][CH2:33][CH2:32][CH2:31][CH2:30][Cl:29])=[O:24])[CH2:21][C@@H:20]2[CH2:26][CH2:27][CH2:28][C@H:19]12, predict the reactants needed to synthesize it. The reactants are: [CH:1]1[C:13]2[CH:12]([CH2:14][O:15][C:16]([N:18]3[C@H:22]([C:23]([OH:25])=[O:24])[CH2:21][C@@H:20]4[CH2:26][CH2:27][CH2:28][C@H:19]34)=[O:17])[C:11]3[C:6](=[CH:7][CH:8]=[CH:9][CH:10]=3)[C:5]=2[CH:4]=[CH:3][CH:2]=1.[Cl:29][CH2:30][CH2:31][CH2:32][CH2:33]O.Cl.C(N=C=NCCCN(C)C)C.